From a dataset of Forward reaction prediction with 1.9M reactions from USPTO patents (1976-2016). Predict the product of the given reaction. (1) The product is: [CH3:34][N:2]([CH3:1])[C@H:3]1[CH2:4][CH2:5][C@H:6]([N:9]([CH2:32][CH3:33])[C:10]2[C:11]([CH3:31])=[C:12]([C:27]([OH:29])=[O:28])[CH:13]=[C:14]([C:16]3[CH:21]=[CH:20][C:19]([O:22][CH2:23][CH2:24][O:25][CH3:26])=[CH:18][CH:17]=3)[CH:15]=2)[CH2:7][CH2:8]1. Given the reactants [CH3:1][N:2]([CH3:34])[C@H:3]1[CH2:8][CH2:7][C@H:6]([N:9]([CH2:32][CH3:33])[C:10]2[C:11]([CH3:31])=[C:12]([C:27]([O:29]C)=[O:28])[CH:13]=[C:14]([C:16]3[CH:21]=[CH:20][C:19]([O:22][CH2:23][CH2:24][O:25][CH3:26])=[CH:18][CH:17]=3)[CH:15]=2)[CH2:5][CH2:4]1, predict the reaction product. (2) Given the reactants FC(F)(F)C1C=CC(C(=O)C)=CC=1.C(O)(=O)C.[Br:18]Br.[Br:20][CH2:21][C:22]([C:24]1[CH:29]=[CH:28][C:27]([C:30]([F:33])([F:32])[F:31])=[CH:26][CH:25]=1)=[O:23], predict the reaction product. The product is: [Br:20][CH:21]([Br:18])[C:22]([C:24]1[CH:29]=[CH:28][C:27]([C:30]([F:31])([F:32])[F:33])=[CH:26][CH:25]=1)=[O:23]. (3) Given the reactants FC(F)(F)C(O)=O.C(OC(=O)[NH:14][C:15]1[CH:16]=[N:17][C:18]([Cl:23])=[C:19]([F:22])[C:20]=1[I:21])(C)(C)C, predict the reaction product. The product is: [Cl:23][C:18]1[N:17]=[CH:16][C:15]([NH2:14])=[C:20]([I:21])[C:19]=1[F:22].